Dataset: Forward reaction prediction with 1.9M reactions from USPTO patents (1976-2016). Task: Predict the product of the given reaction. Given the reactants [NH:1]1[CH2:9][CH2:8][CH2:7][C@H:2]1[C:3]([O:5][CH3:6])=[O:4].C(N[S:14]([C:17]1[CH:18]=[C:19]2[C:23](=[CH:24][CH:25]=1)[NH:22][C:21](=[O:26])[C:20]2=[O:27])(=[O:16])=[O:15])CC, predict the reaction product. The product is: [CH3:6][O:5][C:3]([C@@H:2]1[CH2:7][CH2:8][CH2:9][N:1]1[S:14]([C:17]1[CH:18]=[C:19]2[C:23](=[CH:24][CH:25]=1)[NH:22][C:21](=[O:26])[C:20]2=[O:27])(=[O:15])=[O:16])=[O:4].